Dataset: Forward reaction prediction with 1.9M reactions from USPTO patents (1976-2016). Task: Predict the product of the given reaction. (1) Given the reactants [C:1]([C:3]1[CH:39]=[CH:38][C:6]2[N:7](C(C3CCOCC3)=O)[C:8](=[O:29])[C@@H:9]([NH:21][C:22](=[O:28])[O:23][C:24]([CH3:27])([CH3:26])[CH3:25])[C@H:10]([CH3:20])[N:11]([C:12]([CH:14]3[CH2:19][CH2:18][O:17][CH2:16][CH2:15]3)=[O:13])[C:5]=2[CH:4]=1)#[N:2].[OH-].[Na+], predict the reaction product. The product is: [C:1]([C:3]1[CH:39]=[CH:38][C:6]2[NH:7][C:8](=[O:29])[C@@H:9]([NH:21][C:22](=[O:28])[O:23][C:24]([CH3:27])([CH3:25])[CH3:26])[C@H:10]([CH3:20])[N:11]([C:12]([CH:14]3[CH2:19][CH2:18][O:17][CH2:16][CH2:15]3)=[O:13])[C:5]=2[CH:4]=1)#[N:2]. (2) Given the reactants [N+:1]([C:4]1[CH:5]=[C:6]([CH:14]=[C:15]([C:17]([F:20])([F:19])[F:18])[CH:16]=1)[O:7][CH2:8][CH:9]1[CH2:13][CH2:12][CH2:11][NH:10]1)([O-:3])=[O:2].C=O.[BH3-][C:24]#N.[Na+].CC(O)=O, predict the reaction product. The product is: [CH3:24][N:10]1[CH2:11][CH2:12][CH2:13][CH:9]1[CH2:8][O:7][C:6]1[CH:14]=[C:15]([C:17]([F:20])([F:18])[F:19])[CH:16]=[C:4]([N+:1]([O-:3])=[O:2])[CH:5]=1.